From a dataset of NCI-60 drug combinations with 297,098 pairs across 59 cell lines. Regression. Given two drug SMILES strings and cell line genomic features, predict the synergy score measuring deviation from expected non-interaction effect. (1) Drug 1: C1CCC(CC1)NC(=O)N(CCCl)N=O. Drug 2: CS(=O)(=O)CCNCC1=CC=C(O1)C2=CC3=C(C=C2)N=CN=C3NC4=CC(=C(C=C4)OCC5=CC(=CC=C5)F)Cl. Cell line: UACC-257. Synergy scores: CSS=-1.33, Synergy_ZIP=0.452, Synergy_Bliss=1.19, Synergy_Loewe=-3.90, Synergy_HSA=-3.27. (2) Drug 2: C1C(C(OC1N2C=NC(=NC2=O)N)CO)O. Drug 1: C1=C(C(=O)NC(=O)N1)F. Cell line: NCI-H460. Synergy scores: CSS=36.1, Synergy_ZIP=-4.62, Synergy_Bliss=-13.5, Synergy_Loewe=-13.9, Synergy_HSA=-11.5. (3) Drug 1: CC1=C(C(CCC1)(C)C)C=CC(=CC=CC(=CC(=O)O)C)C. Drug 2: C1CCC(C(C1)N)N.C(=O)(C(=O)[O-])[O-].[Pt+4]. Cell line: HOP-62. Synergy scores: CSS=20.9, Synergy_ZIP=4.75, Synergy_Bliss=10.9, Synergy_Loewe=-4.29, Synergy_HSA=7.48. (4) Cell line: PC-3. Drug 1: CC1C(C(=O)NC(C(=O)N2CCCC2C(=O)N(CC(=O)N(C(C(=O)O1)C(C)C)C)C)C(C)C)NC(=O)C3=C4C(=C(C=C3)C)OC5=C(C(=O)C(=C(C5=N4)C(=O)NC6C(OC(=O)C(N(C(=O)CN(C(=O)C7CCCN7C(=O)C(NC6=O)C(C)C)C)C)C(C)C)C)N)C. Drug 2: CNC(=O)C1=NC=CC(=C1)OC2=CC=C(C=C2)NC(=O)NC3=CC(=C(C=C3)Cl)C(F)(F)F. Synergy scores: CSS=-0.654, Synergy_ZIP=-3.23, Synergy_Bliss=-7.08, Synergy_Loewe=-19.9, Synergy_HSA=-7.34. (5) Drug 1: CN(C)C1=NC(=NC(=N1)N(C)C)N(C)C. Drug 2: CNC(=O)C1=NC=CC(=C1)OC2=CC=C(C=C2)NC(=O)NC3=CC(=C(C=C3)Cl)C(F)(F)F. Cell line: RPMI-8226. Synergy scores: CSS=13.0, Synergy_ZIP=3.66, Synergy_Bliss=1.98, Synergy_Loewe=-48.8, Synergy_HSA=-4.64.